From a dataset of Catalyst prediction with 721,799 reactions and 888 catalyst types from USPTO. Predict which catalyst facilitates the given reaction. (1) Reactant: BrC1[CH:14]=[C:13]2[C:5]([C:6]3[CH:7]=[CH:8][C:9]([N:23]4[CH2:28][CH2:27][CH2:26][CH2:25][CH2:24]4)=[CH:10][C:11]=3[C:12]2([CH2:19][CH2:20]CC)[CH2:15][CH2:16][CH2:17][CH3:18])=[CH:4][CH:3]=1.[O:29]1CCCC1.C([Li])CCC. Product: [CH2:19]([C:12]1([CH2:13][CH3:14])[C:15]2[CH:16]=[C:17]([CH:18]=[O:29])[CH:3]=[CH:4][C:5]=2[C:6]2[C:11]1=[CH:10][C:9]([N:23]1[CH2:28][CH2:27][CH2:26][CH2:25][CH2:24]1)=[CH:8][CH:7]=2)[CH3:20]. The catalyst class is: 9. (2) Reactant: O=[C:2]([CH2:8][C:9](=[O:11])[CH3:10])[C:3]([O:5][CH2:6][CH3:7])=[O:4].Cl.[O:13]([NH2:15])[CH3:14]. Product: [CH3:14][O:13]/[N:15]=[C:2](\[CH2:8][C:9](=[O:11])[CH3:10])/[C:3]([O:5][CH2:6][CH3:7])=[O:4]. The catalyst class is: 8. (3) Reactant: [OH:1][CH2:2][C:3]1[S:7][C:6]([C:8]2[NH:12][C:11]([CH:13]([C:21]3[CH:29]=[CH:28][C:24]([C:25]([OH:27])=O)=[CH:23][CH:22]=3)[CH2:14][CH:15]3[CH2:20][CH2:19][O:18][CH2:17][CH2:16]3)=[CH:10][CH:9]=2)=[N:5][CH:4]=1.Cl.C(N=C=NCCCN(C)C)C.ON1C2C=CC=CC=2N=N1.CN1CCOCC1.Cl.[CH3:60][O:61][NH:62][CH3:63]. Product: [OH:1][CH2:2][C:3]1[S:7][C:6]([C:8]2[NH:12][C:11]([CH:13]([C:21]3[CH:22]=[CH:23][C:24]([C:25]([N:62]([O:61][CH3:60])[CH3:63])=[O:27])=[CH:28][CH:29]=3)[CH2:14][CH:15]3[CH2:20][CH2:19][O:18][CH2:17][CH2:16]3)=[CH:10][CH:9]=2)=[N:5][CH:4]=1. The catalyst class is: 42. (4) Reactant: [C:1]([O:5][C:6](=[O:26])[NH:7][C@:8]1([C:13]([NH:15][S:16]([C:19]2[CH:24]=[CH:23][CH:22]=[CH:21][C:20]=2[NH2:25])(=[O:18])=[O:17])=[O:14])[CH2:10][C@H:9]1[CH:11]=[CH2:12])([CH3:4])([CH3:3])[CH3:2].[CH3:27][O:28][C:29](=[O:39])[CH2:30][CH2:31][O:32][CH2:33][CH2:34][O:35][CH2:36][CH:37]=O.[BH-](OC(C)=O)(OC(C)=O)OC(C)=O.[Na+].CC(O)=O. Product: [CH3:27][O:28][C:29](=[O:39])[CH2:30][CH2:31][O:32][CH2:33][CH2:34][O:35][CH2:36][CH2:37][NH:25][C:20]1[CH:21]=[CH:22][CH:23]=[CH:24][C:19]=1[S:16](=[O:18])(=[O:17])[NH:15][C:13]([C@@:8]1([NH:7][C:6]([O:5][C:1]([CH3:2])([CH3:3])[CH3:4])=[O:26])[CH2:10][C@H:9]1[CH:11]=[CH2:12])=[O:14]. The catalyst class is: 26. (5) Reactant: [N:1]1([C:7]2[CH:12]=[CH:11][C:10]([OH:13])=[CH:9][CH:8]=2)[CH2:6][CH2:5][NH:4][CH2:3][CH2:2]1.[C:14]([OH:17])(=O)[CH3:15].C1(NC2C3[S:45][CH2:44][CH2:43][C:27]=3[N:28]=[C:29](N3CCN(C4C=CC=CC=4)CC3)[N:30]=2)CCCCC1. Product: [OH:13][C:10]1[CH:9]=[CH:8][C:7]([N:1]2[CH2:2][CH2:3][N:4]([C:29]3[N:30]=[C:14]([OH:17])[C:15]4[S:45][CH2:44][CH2:43][C:27]=4[N:28]=3)[CH2:5][CH2:6]2)=[CH:12][CH:11]=1. The catalyst class is: 6. (6) Reactant: C(OC(=O)[NH:7][C:8]1[CH:13]=[CH:12][C:11]([NH:14][S:15]([C:18]2[CH:23]=[CH:22][CH:21]=[CH:20][CH:19]=2)(=[O:17])=[O:16])=[C:10]([C:24]#[C:25][C:26]2[CH:31]=[CH:30][CH:29]=[CH:28][CH:27]=2)[N:9]=1)(C)(C)C.C(Cl)Cl.C(O)(C(F)(F)F)=O. Product: [NH2:7][C:8]1[N:9]=[C:10]([C:24]#[C:25][C:26]2[CH:31]=[CH:30][CH:29]=[CH:28][CH:27]=2)[C:11]([NH:14][S:15]([C:18]2[CH:23]=[CH:22][CH:21]=[CH:20][CH:19]=2)(=[O:17])=[O:16])=[CH:12][CH:13]=1. The catalyst class is: 2. (7) Reactant: [Cl:1][C:2]1[CH:3]=[C:4]2[NH:19][C:18]([O:20][C@H:21]3[CH2:26][CH2:25][C@H:24]([C:27]([O:29]CC)=[O:28])[CH2:23][CH2:22]3)=[N:17][C:5]2=[N:6][C:7]=1[C:8]1[CH:13]=[CH:12][C:11](F)=[C:10]([C:15]#[N:16])[CH:9]=1.C(=O)([O-])[O-].[Cs+].[Cs+].[CH3:38][C:39]1([OH:43])[CH2:42][NH:41][CH2:40]1.[Li+].[OH-]. Product: [Cl:1][C:2]1[CH:3]=[C:4]2[NH:19][C:18]([O:20][C@H:21]3[CH2:26][CH2:25][C@H:24]([C:27]([OH:29])=[O:28])[CH2:23][CH2:22]3)=[N:17][C:5]2=[N:6][C:7]=1[C:8]1[CH:13]=[CH:12][C:11]([O:43][C:39]2([CH3:38])[CH2:42][NH:41][CH2:40]2)=[C:10]([C:15]#[N:16])[CH:9]=1. The catalyst class is: 16.